From a dataset of Reaction yield outcomes from USPTO patents with 853,638 reactions. Predict the reaction yield, written as a fraction of the theoretical maximum amount of product (1.0 means a 100% yield; for example, 0.34 means a 34% yield). (1) The reactants are [Sn](Cl)Cl.[F:4][C:5]1[CH:6]=[C:7]([N+:13]([O-])=O)[C:8]([C:11]#N)=[N:9][CH:10]=1.Cl.S(Cl)(Cl)=[O:18].C[CH2:22][OH:23]. No catalyst specified. The product is [NH2:13][C:7]1[C:8]([C:11]([O:23][CH3:22])=[O:18])=[N:9][CH:10]=[C:5]([F:4])[CH:6]=1. The yield is 0.630. (2) The reactants are [F:1][C:2]1[CH:7]=[C:6]([O:8][C@H:9]2[CH2:13][CH2:12][CH2:11][C@@H:10]2[C:14]2[N:18]([CH3:19])[N:17]=[CH:16][CH:15]=2)[CH:5]=[C:4]([F:20])[C:3]=1[S:21]([NH2:24])(=[O:23])=[O:22].[F:25][C:26]1[N:31]=[C:30](F)[CH:29]=[CH:28][N:27]=1.C(=O)([O-])[O-].[K+].[K+].O. The catalyst is CN(C=O)C. The product is [F:20][C:4]1[CH:5]=[C:6]([O:8][C@H:9]2[CH2:13][CH2:12][CH2:11][C@@H:10]2[C:14]2[N:18]([CH3:19])[N:17]=[CH:16][CH:15]=2)[CH:7]=[C:2]([F:1])[C:3]=1[S:21]([NH:24][C:28]1[CH:29]=[CH:30][N:31]=[C:26]([F:25])[N:27]=1)(=[O:23])=[O:22]. The yield is 0.510. (3) The reactants are Br[C:2]1[CH:7]=[CH:6][N:5]=[C:4]2[N:8]([CH2:11][O:12][CH2:13][CH2:14][Si:15]([CH3:18])([CH3:17])[CH3:16])[CH:9]=[CH:10][C:3]=12.CC1(C)C(C)(C)OB([C:27]2[CH:28]=[N:29][NH:30][CH:31]=2)O1.CN(C=O)C.C(=O)([O-])[O-].[K+].[K+]. The product is [NH:29]1[CH:28]=[C:27]([C:2]2[CH:7]=[CH:6][N:5]=[C:4]3[N:8]([CH2:11][O:12][CH2:13][CH2:14][Si:15]([CH3:18])([CH3:17])[CH3:16])[CH:9]=[CH:10][C:3]=23)[CH:31]=[N:30]1. The catalyst is O.C(OCC)(=O)C.[Pd].C1(P(C2C=CC=CC=2)C2C=CC=CC=2)C=CC=CC=1.C1(P(C2C=CC=CC=2)C2C=CC=CC=2)C=CC=CC=1.C1(P(C2C=CC=CC=2)C2C=CC=CC=2)C=CC=CC=1.C1(P(C2C=CC=CC=2)C2C=CC=CC=2)C=CC=CC=1. The yield is 0.700. (4) The reactants are [Br:1][C:2]1[CH:3]=[C:4]([C:7](Cl)=[O:8])[O:5][CH:6]=1.C([N:13]([CH2:17]C)C(C)C)(C)C.Cl.CN[O:22][CH3:23]. The catalyst is CN(C1C=CN=CC=1)C.C(Cl)Cl. The product is [CH3:23][O:22][CH2:17][NH:13][C:7]([C:4]1[O:5][CH:6]=[C:2]([Br:1])[CH:3]=1)=[O:8]. The yield is 0.440. (5) The reactants are [Br:1][C:2]1[CH:7]=[C:6]([Cl:8])[CH:5]=[C:4]([CH2:9]Br)[CH:3]=1.[C:11]1(=[O:21])[NH:15][C:14](=[O:16])[C:13]2=[CH:17][CH:18]=[CH:19][CH:20]=[C:12]12.[K]. The catalyst is CN(C=O)C. The product is [Br:1][C:2]1[CH:3]=[C:4]([CH:5]=[C:6]([Cl:8])[CH:7]=1)[CH2:9][N:15]1[C:11](=[O:21])[C:12]2[C:13](=[CH:17][CH:18]=[CH:19][CH:20]=2)[C:14]1=[O:16]. The yield is 0.850. (6) The reactants are [F:1][B-:2]([F:5])([F:4])[F:3].[NH+:6]1[CH:11]=[CH:10][CH:9]=C[CH:7]=1.[CH3:12][N:13]([CH3:18])[CH:14]=[CH:15][CH:16]=[O:17].[C:19](OC(=O)C)(=[O:21])C.[C:26](O)(=O)C. No catalyst specified. The product is [F:1][B-:2]([F:5])([F:4])[F:3].[CH3:12][N:13]([CH3:18])[CH:14]=[C:15]([C:16]([O:21][CH3:19])=[O:17])[CH:9]=[CH:10][CH:11]=[N+:6]([CH3:26])[CH3:7]. The yield is 0.650. (7) The reactants are Br[C:2]1[CH:10]=[CH:9][CH:8]=[CH:7][C:3]=1[C:4]([OH:6])=[O:5]. The catalyst is C(C(C)=O)C. The product is [CH2:2]([C:3]1([CH3:4])[C:2]2[C:3](=[CH:7][CH:8]=[CH:9][CH:10]=2)[C:4](=[O:5])[O:6]1)[CH3:10]. The yield is 0.650.